From a dataset of Reaction yield outcomes from USPTO patents with 853,638 reactions. Predict the reaction yield, written as a fraction of the theoretical maximum amount of product (1.0 means a 100% yield; for example, 0.34 means a 34% yield). (1) The reactants are [OH:1][C:2]1[CH:11]=[C:10]2[C:5]([C:6]([O:12][C:13]3[CH:18]=[CH:17][C:16]([NH:19][C:20](=[O:27])[C:21]4[CH:26]=[CH:25][CH:24]=[CH:23][CH:22]=4)=[CH:15][CH:14]=3)=[CH:7][CH:8]=[N:9]2)=[CH:4][C:3]=1[O:28][CH3:29].[CH:30]1([O:35][C:36](=[O:49])[C@@H:37]([NH:41][C:42]([O:44][C:45]([CH3:48])([CH3:47])[CH3:46])=[O:43])[CH2:38][CH2:39]O)[CH2:34][CH2:33][CH2:32][CH2:31]1.C1(P(C2C=CC=CC=2)C2C=CC=CC=2)C=CC=CC=1.N(C(OC(C)C)=O)=NC(OC(C)C)=O. The catalyst is C(Cl)Cl. The product is [CH:30]1([O:35][C:36](=[O:49])[C@@H:37]([NH:41][C:42]([O:44][C:45]([CH3:48])([CH3:47])[CH3:46])=[O:43])[CH2:38][CH2:39][O:1][C:2]2[CH:11]=[C:10]3[C:5]([C:6]([O:12][C:13]4[CH:14]=[CH:15][C:16]([NH:19][C:20](=[O:27])[C:21]5[CH:26]=[CH:25][CH:24]=[CH:23][CH:22]=5)=[CH:17][CH:18]=4)=[CH:7][CH:8]=[N:9]3)=[CH:4][C:3]=2[O:28][CH3:29])[CH2:31][CH2:32][CH2:33][CH2:34]1. The yield is 0.460. (2) The reactants are [OH:1][CH:2]1[C:6]2([CH2:10][CH2:9][CH2:8][CH2:7]2)[CH2:5][N:4]([C:11]([O:13][C:14]([CH3:17])([CH3:16])[CH3:15])=[O:12])[CH2:3]1.C1C=C[NH+]=CC=1.C1C=C[NH+]=CC=1.[O-][Cr](O[Cr]([O-])(=O)=O)(=O)=O. The catalyst is C(Cl)Cl. The yield is 0.552. The product is [O:1]=[C:2]1[C:6]2([CH2:10][CH2:9][CH2:8][CH2:7]2)[CH2:5][N:4]([C:11]([O:13][C:14]([CH3:17])([CH3:16])[CH3:15])=[O:12])[CH2:3]1.